From a dataset of Forward reaction prediction with 1.9M reactions from USPTO patents (1976-2016). Predict the product of the given reaction. (1) Given the reactants [CH2:1]([O:3][C:4]1[CH:5]=[C:6]2[C:11](=[CH:12][CH:13]=1)[N:10]=[C:9]([NH:14][CH2:15][CH3:16])[C:8]([CH:17]=[O:18])=[CH:7]2)[CH3:2].[BH4-].[Na+], predict the reaction product. The product is: [CH2:1]([O:3][C:4]1[CH:5]=[C:6]2[C:11](=[CH:12][CH:13]=1)[N:10]=[C:9]([NH:14][CH2:15][CH3:16])[C:8]([CH2:17][OH:18])=[CH:7]2)[CH3:2]. (2) Given the reactants [CH3:1][C:2]1[C:6]2[C:7](=[O:20])[N:8]([CH2:12][CH2:13][N:14]3[CH2:19][CH2:18][O:17][CH2:16][CH2:15]3)[CH2:9][CH2:10][CH2:11][C:5]=2[NH:4][C:3]=1[CH:21]=O.[F:23][C:24]1[CH:25]=[C:26]2[C:30](=[CH:31][CH:32]=1)[NH:29][C:28](=[O:33])[CH2:27]2, predict the reaction product. The product is: [F:23][C:24]1[CH:25]=[C:26]2[C:30](=[CH:31][CH:32]=1)[NH:29][C:28](=[O:33])[C:27]2=[CH:21][C:3]1[NH:4][C:5]2[CH2:11][CH2:10][CH2:9][N:8]([CH2:12][CH2:13][N:14]3[CH2:15][CH2:16][O:17][CH2:18][CH2:19]3)[C:7](=[O:20])[C:6]=2[C:2]=1[CH3:1].